Dataset: Peptide-MHC class I binding affinity with 185,985 pairs from IEDB/IMGT. Task: Regression. Given a peptide amino acid sequence and an MHC pseudo amino acid sequence, predict their binding affinity value. This is MHC class I binding data. (1) The peptide sequence is VAGALVAFK. The MHC is HLA-A31:01 with pseudo-sequence HLA-A31:01. The binding affinity (normalized) is 0.239. (2) The peptide sequence is MLAESCDSV. The MHC is HLA-A02:11 with pseudo-sequence HLA-A02:11. The binding affinity (normalized) is 1.00.